This data is from Reaction yield outcomes from USPTO patents with 853,638 reactions. The task is: Predict the reaction yield, written as a fraction of the theoretical maximum amount of product (1.0 means a 100% yield; for example, 0.34 means a 34% yield). (1) The reactants are [Cl:1][C:2]1[CH:7]=[CH:6][N:5]=[C:4]2[CH:8]=[C:9]([Sn](CCCC)(CCCC)CCCC)[S:10][C:3]=12.Br[C:25]1[CH:26]=[N:27][C:28](=[O:39])[N:29]([CH2:31][CH2:32][N:33]2[CH2:38][CH2:37][O:36][CH2:35][CH2:34]2)[CH:30]=1. The catalyst is C1(C)C=CC=CC=1.C1C=CC([P]([Pd]([P](C2C=CC=CC=2)(C2C=CC=CC=2)C2C=CC=CC=2)([P](C2C=CC=CC=2)(C2C=CC=CC=2)C2C=CC=CC=2)[P](C2C=CC=CC=2)(C2C=CC=CC=2)C2C=CC=CC=2)(C2C=CC=CC=2)C2C=CC=CC=2)=CC=1. The product is [Cl:1][C:2]1[CH:7]=[CH:6][N:5]=[C:4]2[CH:8]=[C:9]([C:25]3[CH:26]=[N:27][C:28](=[O:39])[N:29]([CH2:31][CH2:32][N:33]4[CH2:34][CH2:35][O:36][CH2:37][CH2:38]4)[CH:30]=3)[S:10][C:3]=12. The yield is 0.150. (2) The reactants are [F:1][C:2]1([F:28])[CH2:6][CH2:5][N:4]([C:7]2[N:15]=[C:14]([O:16][CH2:17][C:18]([CH3:21])([CH3:20])[CH3:19])[N:13]=[C:12]3[C:8]=2[N:9]=[CH:10][N:11]3C2CCCCO2)[CH2:3]1.CC1C=CC(S(O)(=O)=O)=CC=1. The catalyst is CCO. The product is [F:28][C:2]1([F:1])[CH2:6][CH2:5][N:4]([C:7]2[N:15]=[C:14]([O:16][CH2:17][C:18]([CH3:20])([CH3:19])[CH3:21])[N:13]=[C:12]3[C:8]=2[N:9]=[CH:10][NH:11]3)[CH2:3]1. The yield is 0.890.